This data is from Retrosynthesis with 50K atom-mapped reactions and 10 reaction types from USPTO. The task is: Predict the reactants needed to synthesize the given product. (1) Given the product CC(=O)OC[C@@]1(O)[C@@H](C)CC(c2ccncc2[N+](=O)[O-])=C[C@H]1O[Si](C)(C)C(C)(C)C, predict the reactants needed to synthesize it. The reactants are: CC(=O)Cl.C[C@H]1CC(c2ccncc2[N+](=O)[O-])=C[C@@H](O[Si](C)(C)C(C)(C)C)[C@@]1(O)CO. (2) Given the product CCCCOC(=O)c1ccc(N2CCN(C(=O)c3cc([N+](=O)[O-])ccc3N3CCOCC3)CC2)cc1, predict the reactants needed to synthesize it. The reactants are: CCCCOC(=O)c1ccc(N2CCNCC2)cc1.O=C(O)c1cc([N+](=O)[O-])ccc1N1CCOCC1.